This data is from NCI-60 drug combinations with 297,098 pairs across 59 cell lines. The task is: Regression. Given two drug SMILES strings and cell line genomic features, predict the synergy score measuring deviation from expected non-interaction effect. (1) Drug 1: CC1=CC=C(C=C1)C2=CC(=NN2C3=CC=C(C=C3)S(=O)(=O)N)C(F)(F)F. Drug 2: C(CC(=O)O)C(=O)CN.Cl. Cell line: SR. Synergy scores: CSS=0.776, Synergy_ZIP=4.45, Synergy_Bliss=10.7, Synergy_Loewe=2.91, Synergy_HSA=2.95. (2) Drug 2: C1C(C(OC1N2C=NC3=C(N=C(N=C32)Cl)N)CO)O. Cell line: NCI/ADR-RES. Drug 1: C1=CC(=C2C(=C1NCCNCCO)C(=O)C3=C(C=CC(=C3C2=O)O)O)NCCNCCO. Synergy scores: CSS=37.8, Synergy_ZIP=-4.09, Synergy_Bliss=2.61, Synergy_Loewe=-10.0, Synergy_HSA=4.94. (3) Drug 1: C(CCl)NC(=O)N(CCCl)N=O. Drug 2: C(CN)CNCCSP(=O)(O)O. Cell line: NCI-H522. Synergy scores: CSS=9.11, Synergy_ZIP=-7.10, Synergy_Bliss=-0.989, Synergy_Loewe=-18.1, Synergy_HSA=-0.865. (4) Drug 1: CC1=C(C(=CC=C1)Cl)NC(=O)C2=CN=C(S2)NC3=CC(=NC(=N3)C)N4CCN(CC4)CCO. Drug 2: CC1CCCC2(C(O2)CC(NC(=O)CC(C(C(=O)C(C1O)C)(C)C)O)C(=CC3=CSC(=N3)C)C)C. Cell line: HCT116. Synergy scores: CSS=65.9, Synergy_ZIP=2.54, Synergy_Bliss=1.99, Synergy_Loewe=5.41, Synergy_HSA=5.25. (5) Drug 1: C1=NC2=C(N1)C(=S)N=C(N2)N. Drug 2: C1C(C(OC1N2C=NC3=C(N=C(N=C32)Cl)N)CO)O. Cell line: OVCAR-8. Synergy scores: CSS=35.8, Synergy_ZIP=-14.8, Synergy_Bliss=-8.93, Synergy_Loewe=-9.41, Synergy_HSA=-5.25. (6) Drug 1: CC1CCC2CC(C(=CC=CC=CC(CC(C(=O)C(C(C(=CC(C(=O)CC(OC(=O)C3CCCCN3C(=O)C(=O)C1(O2)O)C(C)CC4CCC(C(C4)OC)O)C)C)O)OC)C)C)C)OC. Drug 2: COC1=C2C(=CC3=C1OC=C3)C=CC(=O)O2. Cell line: NCIH23. Synergy scores: CSS=20.8, Synergy_ZIP=-8.71, Synergy_Bliss=-11.7, Synergy_Loewe=-65.6, Synergy_HSA=-7.82.